Dataset: Full USPTO retrosynthesis dataset with 1.9M reactions from patents (1976-2016). Task: Predict the reactants needed to synthesize the given product. The reactants are: Cl.[NH2:2][CH:3]1[C:15]2[CH:14]=[CH:13][CH:12]=[CH:11][C:10]=2[C:9]2[C:4]1=[CH:5][CH:6]=[CH:7][CH:8]=2.C([N:19]([CH:22]([CH3:24])C)[CH2:20]C)(C)C.[CH:25]1[CH:26]=[CH:27][C:28]2[N:33](O)[N:32]=N[C:29]=2[CH:30]=1.[C:35]([OH:45])(=O)[CH:36]=[CH:37]C1C=CC=CC=1.CN([CH:49]=[O:50])C. Given the product [CH:14]1[C:15]2[CH:3]([NH:2][C:35](=[O:45])/[CH:36]=[CH:37]/[C:25]3[CH:26]=[CH:27][C:28]([N:33]4[CH:20]=[N:19][C:22]([CH3:24])=[N:32]4)=[C:29]([O:50][CH3:49])[CH:30]=3)[C:4]3[C:9](=[CH:8][CH:7]=[CH:6][CH:5]=3)[C:10]=2[CH:11]=[CH:12][CH:13]=1, predict the reactants needed to synthesize it.